Dataset: Catalyst prediction with 721,799 reactions and 888 catalyst types from USPTO. Task: Predict which catalyst facilitates the given reaction. (1) Reactant: [NH2:1][C:2]1[CH:7]=[CH:6][C:5]([OH:8])=[C:4]([CH3:9])[CH:3]=1.C([O-])([O-])=O.[Cs+].[Cs+].Cl[C:17]1[C:22]([C:23]2[CH:28]=[CH:27][N:26]=[CH:25][N:24]=2)=[CH:21][CH:20]=[CH:19][N:18]=1. Product: [CH3:9][C:4]1[CH:3]=[C:2]([NH2:1])[CH:7]=[CH:6][C:5]=1[O:8][C:17]1[C:22]([C:23]2[CH:28]=[CH:27][N:26]=[CH:25][N:24]=2)=[CH:21][CH:20]=[CH:19][N:18]=1. The catalyst class is: 37. (2) Reactant: [C:1]([NH:8][N:9]1[C:15](=[O:16])[CH2:14][C:13]2[CH:17]=[CH:18][CH:19]=[CH:20][C:12]=2[C:11]2[CH:21]=[CH:22][CH:23]=[CH:24][C:10]1=2)([O:3][C:4]([CH3:7])([CH3:6])[CH3:5])=[O:2].[C:25]([O:28][CH2:29]Br)(=O)[CH3:26].CN(C=[O:35])C. Product: [C:1]([NH:8][N:9]1[C:15](=[O:16])[CH:14]([C:26](=[O:35])[CH2:25][O:28][CH3:29])[C:13]2[CH:17]=[CH:18][CH:19]=[CH:20][C:12]=2[C:11]2[CH:21]=[CH:22][CH:23]=[CH:24][C:10]1=2)([O:3][C:4]([CH3:7])([CH3:6])[CH3:5])=[O:2]. The catalyst class is: 2. (3) Reactant: Cl[C:2]1[N:7]=[CH:6][C:5]([NH2:8])=[C:4]([C:9]2[C:10](F)=[N:11][CH:12]=[C:13]([C:15]3[CH:20]=[CH:19][C:18]([CH2:21][N:22]4[CH2:27][CH2:26][CH2:25][CH2:24][CH2:23]4)=[CH:17][CH:16]=3)[CH:14]=2)[CH:3]=1.[Br:29][Si](C)(C)C. Product: [Br:29][C:2]1[N:7]=[CH:6][C:5]2[NH:8][C:10]3[N:11]=[CH:12][C:13]([C:15]4[CH:20]=[CH:19][C:18]([CH2:21][N:22]5[CH2:27][CH2:26][CH2:25][CH2:24][CH2:23]5)=[CH:17][CH:16]=4)=[CH:14][C:9]=3[C:4]=2[CH:3]=1. The catalyst class is: 12. (4) The catalyst class is: 36. Product: [Cl:8][C:6]1[N:5]=[C:4]([O:9][C@H:10]([CH3:14])[CH2:11][O:12][CH3:13])[N:3]=[C:2]([N:16]2[CH2:17][CH2:18][CH:19]([C:22]3[C:30]4[C:25](=[N:26][CH:27]=[CH:28][CH:29]=4)[NH:24][CH:23]=3)[CH2:20][CH2:21]2)[N:7]=1. Reactant: Cl[C:2]1[N:7]=[C:6]([Cl:8])[N:5]=[C:4]([O:9][C@H:10]([CH3:14])[CH2:11][O:12][CH3:13])[N:3]=1.Cl.[NH:16]1[CH2:21][CH2:20][CH:19]([C:22]2[C:30]3[C:25](=[N:26][CH:27]=[CH:28][CH:29]=3)[NH:24][CH:23]=2)[CH2:18][CH2:17]1.CCN(C(C)C)C(C)C. (5) Reactant: Cl.[C:2]1(=[O:13])[C:7]2([CH2:12][CH2:11][CH2:10][NH:9][CH2:8]2)[CH2:6][CH2:5][CH2:4][NH:3]1.C(N(CC)CC)C.[F:21][C:22]([F:35])([F:34])[O:23][C:24]1[CH:25]=[C:26]([S:30](Cl)(=[O:32])=[O:31])[CH:27]=[CH:28][CH:29]=1. Product: [F:35][C:22]([F:21])([F:34])[O:23][C:24]1[CH:25]=[C:26]([S:30]([N:9]2[CH2:10][CH2:11][CH2:12][C:7]3([C:2](=[O:13])[NH:3][CH2:4][CH2:5][CH2:6]3)[CH2:8]2)(=[O:32])=[O:31])[CH:27]=[CH:28][CH:29]=1. The catalyst class is: 4. (6) Reactant: [Cl:1][C:2]1[CH:19]=[CH:18][CH:17]=[CH:16][C:3]=1[C:4]([C:6](=[CH:12][N:13](C)C)[C:7]([O:9][CH2:10][CH3:11])=[O:8])=O.O.[NH2:21]N. Product: [Cl:1][C:2]1[CH:19]=[CH:18][CH:17]=[CH:16][C:3]=1[C:4]1[C:6]([C:7]([O:9][CH2:10][CH3:11])=[O:8])=[CH:12][NH:13][N:21]=1. The catalyst class is: 15.